Dataset: Peptide-MHC class II binding affinity with 134,281 pairs from IEDB. Task: Regression. Given a peptide amino acid sequence and an MHC pseudo amino acid sequence, predict their binding affinity value. This is MHC class II binding data. The peptide sequence is SQDLELSWNLNSLQAY. The MHC is DRB1_0802 with pseudo-sequence DRB1_0802. The binding affinity (normalized) is 0.407.